This data is from TCR-epitope binding with 47,182 pairs between 192 epitopes and 23,139 TCRs. The task is: Binary Classification. Given a T-cell receptor sequence (or CDR3 region) and an epitope sequence, predict whether binding occurs between them. (1) The epitope is SEVGPEHSLAEY. The TCR CDR3 sequence is CASREDGGDSYNEQFF. Result: 1 (the TCR binds to the epitope). (2) The epitope is GILGFVFTL. The TCR CDR3 sequence is CASSLWTGGGEQYF. Result: 1 (the TCR binds to the epitope). (3) The epitope is HTTDPSFLGRY. The TCR CDR3 sequence is CASSQDRGAGYGYTF. Result: 0 (the TCR does not bind to the epitope). (4) The epitope is FVRATATIPI. The TCR CDR3 sequence is CASSFTRQGSFHEQYF. Result: 1 (the TCR binds to the epitope). (5) The epitope is HTTDPSFLGRY. The TCR CDR3 sequence is CASSPTAGGYTDTQYF. Result: 1 (the TCR binds to the epitope).